Predict the reaction yield, written as a fraction of the theoretical maximum amount of product (1.0 means a 100% yield; for example, 0.34 means a 34% yield). From a dataset of Reaction yield outcomes from USPTO patents with 853,638 reactions. (1) The reactants are CCN(C(C)C)C(C)C.OC(C(F)(F)F)=O.[NH2:17][CH2:18][C:19]([N:21]1[CH2:26][CH2:25][N:24]([C:27](=[O:38])[C:28]2[CH:33]=[CH:32][CH:31]=[CH:30][C:29]=2[C:34]([F:37])([F:36])[F:35])[CH2:23][CH2:22]1)=[O:20].C1C=CC2N(O)N=NC=2C=1.CCN=C=NCCCN(C)C.Cl.[OH:61][C:62]1[CH:67]=[CH:66][C:65]([C:68]2[O:72][N:71]=[C:70]([C:73](O)=[O:74])[CH:69]=2)=[CH:64][CH:63]=1. The catalyst is CN(C=O)C.O. The product is [O:20]=[C:19]([N:21]1[CH2:22][CH2:23][N:24]([C:27](=[O:38])[C:28]2[CH:33]=[CH:32][CH:31]=[CH:30][C:29]=2[C:34]([F:37])([F:35])[F:36])[CH2:25][CH2:26]1)[CH2:18][NH:17][C:73]([C:70]1[CH:69]=[C:68]([C:65]2[CH:66]=[CH:67][C:62]([OH:61])=[CH:63][CH:64]=2)[O:72][N:71]=1)=[O:74]. The yield is 0.267. (2) The reactants are [C:1]([O:5][C:6]([N:8]1[CH2:13][C@H:12]([CH2:14][O:15][CH3:16])[N:11]([CH2:17][C:18]([N:20]2[C:28]3[CH:27]=[C:26](Cl)[N:25]=[CH:24][C:23]=3[C:22]([CH3:31])([CH3:30])[CH2:21]2)=[O:19])[CH2:10][C@H:9]1[CH3:32])=[O:7])([CH3:4])([CH3:3])[CH3:2].[C:33]1([OH:39])[CH:38]=[CH:37][CH:36]=[CH:35][CH:34]=1.[O-]P([O-])([O-])=O.[K+].[K+].[K+].C(P(C(C)(C)C)C1C=CC=CC=1C1C(C(C)C)=CC(C(C)C)=CC=1C(C)C)(C)(C)C. The catalyst is C1(C)C=CC=CC=1.CC([O-])=O.CC([O-])=O.[Pd+2]. The product is [C:1]([O:5][C:6]([N:8]1[CH2:13][C@H:12]([CH2:14][O:15][CH3:16])[N:11]([CH2:17][C:18]([N:20]2[C:28]3[CH:27]=[C:26]([O:39][C:33]4[CH:38]=[CH:37][CH:36]=[CH:35][CH:34]=4)[N:25]=[CH:24][C:23]=3[C:22]([CH3:31])([CH3:30])[CH2:21]2)=[O:19])[CH2:10][C@H:9]1[CH3:32])=[O:7])([CH3:4])([CH3:3])[CH3:2]. The yield is 0.170. (3) The yield is 0.230. The product is [CH:23]1([NH:26][C:27]([NH:29][C:30]2[CH:35]=[CH:34][C:33]([C:2]3[N:11]=[CH:10][C:9]4[N:8]([CH:12]5[CH2:17][CH2:16][O:15][CH2:14][CH2:13]5)[C:7](=[O:18])[CH:6]5[CH2:19][O:20][CH2:21][CH2:22][N:5]5[C:4]=4[N:3]=3)=[CH:32][CH:31]=2)=[O:28])[CH2:25][CH2:24]1. The catalyst is O1CCOCC1.C1C=CC(P(C2C=CC=CC=2)[C-]2C=CC=C2)=CC=1.C1C=CC(P(C2C=CC=CC=2)[C-]2C=CC=C2)=CC=1.Cl[Pd]Cl.[Fe+2]. The reactants are Cl[C:2]1[N:11]=[CH:10][C:9]2[N:8]([CH:12]3[CH2:17][CH2:16][O:15][CH2:14][CH2:13]3)[C:7](=[O:18])[CH:6]3[CH2:19][O:20][CH2:21][CH2:22][N:5]3[C:4]=2[N:3]=1.[CH:23]1([NH:26][C:27]([NH:29][C:30]2[CH:35]=[CH:34][C:33](B3OC(C)(C)C(C)(C)O3)=[CH:32][CH:31]=2)=[O:28])[CH2:25][CH2:24]1.C(=O)(O)[O-].[Na+]. (4) The reactants are [Br:1][C:2]1[CH:6]=[N:5][N:4]([CH:7]([CH3:9])[CH3:8])[C:3]=1[C:10]1[CH:11]=[C:12]([NH2:18])[CH:13]=[CH:14][C:15]=1[O:16][CH3:17].[Cl:19][C:20]1[CH:25]=[CH:24][C:23]([N:26]=[C:27]=[O:28])=[CH:22][CH:21]=1. The catalyst is C(Cl)Cl. The product is [Br:1][C:2]1[CH:6]=[N:5][N:4]([CH:7]([CH3:9])[CH3:8])[C:3]=1[C:10]1[CH:11]=[C:12]([NH:18][C:27]([NH:26][C:23]2[CH:24]=[CH:25][C:20]([Cl:19])=[CH:21][CH:22]=2)=[O:28])[CH:13]=[CH:14][C:15]=1[O:16][CH3:17]. The yield is 0.420. (5) The reactants are F[C:2]1[N:7]=[C:6]([C:8]2[C:16]3[C:11](=[CH:12][N:13]=[C:14]([C:17]4[CH:18]=[N:19][CH:20]=[CH:21][CH:22]=4)[CH:15]=3)[N:10](C3CCCCO3)[N:9]=2)[CH:5]=[CH:4][CH:3]=1.[NH:29]1[CH2:34][CH2:33][CH2:32][C@@H:31]([NH:35]C(=O)OCC2C=CC=CC=2)[CH2:30]1. No catalyst specified. The product is [N:19]1[CH:20]=[CH:21][CH:22]=[C:17]([C:14]2[CH:15]=[C:16]3[C:8]([C:6]4[N:7]=[C:2]([N:29]5[CH2:34][CH2:33][CH2:32][C@H:31]([NH2:35])[CH2:30]5)[CH:3]=[CH:4][CH:5]=4)=[N:9][NH:10][C:11]3=[CH:12][N:13]=2)[CH:18]=1. The yield is 0.200. (6) The reactants are [Cl:1][C:2]1[CH:23]=[C:22]([C:24]([F:27])([F:26])[F:25])[CH:21]=[CH:20][C:3]=1[CH2:4][N:5]1[C:9](/[CH:10]=[CH:11]/[C:12](O)=[O:13])=[CH:8][C:7]([O:15][CH2:16][CH:17]2[CH2:19][CH2:18]2)=[N:6]1.[CH2:28]([S:33]([NH2:36])(=[O:35])=[O:34])[CH2:29][CH2:30][CH2:31][CH3:32].N12CCCN=C1CCCCC2.Cl. The catalyst is CN(C)C=O.O. The product is [Cl:1][C:2]1[CH:23]=[C:22]([C:24]([F:27])([F:25])[F:26])[CH:21]=[CH:20][C:3]=1[CH2:4][N:5]1[C:9](/[CH:10]=[CH:11]/[C:12]([NH:36][S:33]([CH2:28][CH2:29][CH2:30][CH2:31][CH3:32])(=[O:35])=[O:34])=[O:13])=[CH:8][C:7]([O:15][CH2:16][CH:17]2[CH2:18][CH2:19]2)=[N:6]1. The yield is 0.650. (7) The reactants are [NH2:1][C:2]1[N:3]=[C:4]([N:17]2[CH2:22][CH2:21][NH:20][CH2:19][CH2:18]2)[C:5]2[N:10]=[C:9]([C:11]3[CH:12]=[N:13][CH:14]=[CH:15][CH:16]=3)[S:8][C:6]=2[N:7]=1.[C:23]1([CH3:32])[CH:28]=[CH:27][C:26]([N:29]=[C:30]=[O:31])=[CH:25][CH:24]=1. The catalyst is O1CCOCC1. The product is [NH2:1][C:2]1[N:3]=[C:4]([N:17]2[CH2:18][CH2:19][N:20]([C:30]([NH:29][C:26]3[CH:27]=[CH:28][C:23]([CH3:32])=[CH:24][CH:25]=3)=[O:31])[CH2:21][CH2:22]2)[C:5]2[N:10]=[C:9]([C:11]3[CH:12]=[N:13][CH:14]=[CH:15][CH:16]=3)[S:8][C:6]=2[N:7]=1. The yield is 0.790.